Dataset: Full USPTO retrosynthesis dataset with 1.9M reactions from patents (1976-2016). Task: Predict the reactants needed to synthesize the given product. (1) The reactants are: [NH2:1][C:2]1[S:3][CH:4]=[CH:5][C:6]=1[C:7]([NH2:9])=[O:8].C(N(C(C)C)CC)(C)C.[CH2:19]([O:26][C:27](Cl)=[O:28])[C:20]1[CH:25]=[CH:24][CH:23]=[CH:22][CH:21]=1. Given the product [CH2:19]([O:26][C:27](=[O:28])[NH:1][C:2]1[S:3][CH:4]=[CH:5][C:6]=1[C:7]([NH2:9])=[O:8])[C:20]1[CH:25]=[CH:24][CH:23]=[CH:22][CH:21]=1, predict the reactants needed to synthesize it. (2) The reactants are: Cl.[F:2][C:3]1[CH:14]=[C:13]2[C:6]([NH:7][CH:8]=[C:9]2[CH2:10][CH2:11][NH2:12])=[CH:5][CH:4]=1.[OH-].[Na+].O(C(O[C:28]([CH3:31])([CH3:30])[CH3:29])=O)C(O[C:28]([CH3:31])([CH3:30])[CH3:29])=O.[CH3:32][C:33]([OH:36])(C)C. Given the product [F:2][C:3]1[CH:14]=[C:13]2[C:6](=[CH:5][CH:4]=1)[NH:7][CH:8]=[C:9]2[CH2:10][CH2:11][NH:12][C:33](=[O:36])[CH2:32][C:28]([CH3:29])([CH3:30])[CH3:31], predict the reactants needed to synthesize it.